Task: Predict the product of the given reaction.. Dataset: Forward reaction prediction with 1.9M reactions from USPTO patents (1976-2016) (1) Given the reactants [NH:1]1[C:5]2[CH:6]=[CH:7][C:8]([C:10]([OH:12])=O)=[CH:9][C:4]=2[N:3]=[CH:2]1.[NH:13]1[CH2:18][CH2:17][CH2:16][C@@H:15]2[C:19]3[CH:20]=[CH:21][C:22]([OH:26])=[CH:23][C:24]=3[CH2:25][C@H:14]12, predict the reaction product. The product is: [NH:1]1[C:5]2[CH:6]=[CH:7][C:8]([C:10]([N:13]3[CH2:18][CH2:17][CH2:16][C@@H:15]4[C:19]5[CH:20]=[CH:21][C:22]([OH:26])=[CH:23][C:24]=5[CH2:25][C@H:14]34)=[O:12])=[CH:9][C:4]=2[N:3]=[CH:2]1. (2) Given the reactants [NH2:1][C:2]1[CH:7]=[CH:6][N:5]([C@H:8]2[C@H:12]([OH:13])[C@H:11]([F:14])[C@@:10]([N:17]=[N+:18]=[N-:19])([CH2:15][OH:16])[O:9]2)[C:4](=[O:20])[N:3]=1.C([Mg]Cl)(C)(C)C.Cl[C:28]1[CH:37]=[CH:36][C:35]2[C:30](=[CH:31][CH:32]=[CH:33][CH:34]=2)[C:29]=1[O:38][P:39](=[N:41][C@@H:42]([CH3:48])[C:43]([O:45][CH2:46][CH3:47])=[O:44])=[O:40].ClC1C=CC2C(=CC=CC=2)C=1OP(=N[C@@H](C)C(OCC1C=CC=CC=1)=O)=O, predict the reaction product. The product is: [CH2:46]([O:45][C:43](=[O:44])[C@@H:42]([N:41]=[P:39]([O:38][C:29]1[C:30]2[C:35](=[CH:34][CH:33]=[CH:32][CH:31]=2)[CH:36]=[CH:37][C:28]=1[O:16][CH2:15][C@:10]1([N:17]=[N+:18]=[N-:19])[C@@H:11]([F:14])[C@@H:12]([OH:13])[C@H:8]([N:5]2[CH:6]=[CH:7][C:2]([NH2:1])=[N:3][C:4]2=[O:20])[O:9]1)=[O:40])[CH3:48])[CH3:47]. (3) Given the reactants [F:1][C:2]1[C:3]([N:9]2[CH2:13][C:12]([CH3:15])([CH3:14])[O:11][C:10]2=[O:16])=[N:4][CH:5]=[C:6](I)[CH:7]=1.[C:17]1([C:23]#[CH:24])[CH:22]=[CH:21][CH:20]=[CH:19][CH:18]=1.C(N(CC)CC)C, predict the reaction product. The product is: [F:1][C:2]1[C:3]([N:9]2[CH2:13][C:12]([CH3:15])([CH3:14])[O:11][C:10]2=[O:16])=[N:4][CH:5]=[C:6]([C:24]#[C:23][C:17]2[CH:22]=[CH:21][CH:20]=[CH:19][CH:18]=2)[CH:7]=1. (4) Given the reactants C(=O)([O-])[O-].[Cs+].[Cs+].[CH3:7][O:8][C:9]1[CH:10]=[C:11]([C:17]2[CH:22]=[CH:21][N:20]=[C:19]([N:23]3[C:27]4[CH:28]=[CH:29][CH:30]=[CH:31][C:26]=4[NH:25][C:24]3=[O:32])[N:18]=2)[CH:12]=[CH:13][C:14]=1[O:15][CH3:16].COC(=O)[C:36](Cl)([F:38])[F:37], predict the reaction product. The product is: [F:37][CH:36]([F:38])[N:25]1[C:26]2[CH:31]=[CH:30][CH:29]=[CH:28][C:27]=2[N:23]([C:19]2[N:18]=[C:17]([C:11]3[CH:12]=[CH:13][C:14]([O:15][CH3:16])=[C:9]([O:8][CH3:7])[CH:10]=3)[CH:22]=[CH:21][N:20]=2)[C:24]1=[O:32]. (5) Given the reactants CCN(C(C)C)C(C)C.[OH:10][C:11]1[CH:12]=[CH:13][CH:14]=[C:15]2[C:20]=1[O:19][C:18](=[O:21])[C:17]([C:22]([OH:24])=O)=[CH:16]2.CN(C(ON1N=NC2C=CC=NC1=2)=[N+](C)C)C.F[P-](F)(F)(F)(F)F.[N:49]1[C:58]2[C:53](=[CH:54][CH:55]=[CH:56][CH:57]=2)[CH:52]=[C:51]([C:59]2[CH:60]=[C:61]([NH2:65])[CH:62]=[CH:63][CH:64]=2)[CH:50]=1, predict the reaction product. The product is: [N:49]1[C:58]2[C:53](=[CH:54][CH:55]=[CH:56][CH:57]=2)[CH:52]=[C:51]([C:59]2[CH:60]=[C:61]([NH:65][C:22]([C:17]3[C:18](=[O:21])[O:19][C:20]4[C:15]([CH:16]=3)=[CH:14][CH:13]=[CH:12][C:11]=4[OH:10])=[O:24])[CH:62]=[CH:63][CH:64]=2)[CH:50]=1.